From a dataset of Full USPTO retrosynthesis dataset with 1.9M reactions from patents (1976-2016). Predict the reactants needed to synthesize the given product. (1) Given the product [C:36]1([C:39]2[CH:40]=[CH:41][CH:42]=[CH:43][CH:44]=2)[CH:37]=[CH:38][C:33]([CH2:32][NH:31][C:27](=[O:26])[CH2:28][CH:6]2[CH2:5][C:9]3[CH:10]=[C:11]([C:14]#[N:15])[CH:12]=[CH:13][C:8]=3[O:7]2)=[CH:34][CH:35]=1, predict the reactants needed to synthesize it. The reactants are: C(C[CH:5]1[C:9]2[CH:10]=[C:11]([C:14]#[N:15])[CH:12]=[CH:13][C:8]=2[O:7][CH2:6]1)(O)=O.C(N(CC)CC)C.ClC([O:26][CH:27](C)[CH3:28])=O.Cl.[NH2:31][CH2:32][C:33]1[CH:38]=[CH:37][C:36]([C:39]2[CH:44]=[CH:43][CH:42]=[CH:41][CH:40]=2)=[CH:35][CH:34]=1. (2) Given the product [F:1][C:2]1[CH:33]=[CH:32][C:5]([C:6](/[N:8]=[C:9]2\[NH:10][C:11]3[CH:29]=[CH:28][C:27]([CH2:30][N:39]4[CH2:43][CH2:42][CH:41]([C:44]([OH:47])([CH3:46])[CH3:45])[CH2:40]4)=[CH:26][C:12]=3[N:13]\2[C@H:14]2[CH2:15][CH2:16][C@@H:17]([C:20](=[O:25])[NH:21][CH:22]([CH3:23])[CH3:24])[CH2:18][CH2:19]2)=[O:7])=[CH:4][CH:3]=1, predict the reactants needed to synthesize it. The reactants are: [F:1][C:2]1[CH:33]=[CH:32][C:5]([C:6](/[N:8]=[C:9]2\[NH:10][C:11]3[CH:29]=[CH:28][C:27]([CH2:30]O)=[CH:26][C:12]=3[N:13]\2[C@H:14]2[CH2:19][CH2:18][C@@H:17]([C:20](=[O:25])[NH:21][CH:22]([CH3:24])[CH3:23])[CH2:16][CH2:15]2)=[O:7])=[CH:4][CH:3]=1.S(Cl)(Cl)=O.Cl.[NH:39]1[CH2:43][CH2:42][CH:41]([C:44]([OH:47])([CH3:46])[CH3:45])[CH2:40]1.C1CCN2C(=NCCC2)CC1. (3) Given the product [S:30]1[CH:31]=[C:27]([CH2:26][N:16]([C@@H:17]([CH3:25])[CH:18]([O:22][CH2:23][CH3:24])[O:19][CH2:20][CH3:21])[C:14](=[O:15])[C@@H:13]([NH:12][C:8](=[O:10])[CH2:7][O:6][NH:5][C:4]([NH:3][CH2:1][CH3:2])=[O:11])[CH3:36])[C:28]2[CH:35]=[CH:34][CH:33]=[CH:32][C:29]1=2, predict the reactants needed to synthesize it. The reactants are: [CH2:1]([NH:3][C:4](=[O:11])[NH:5][O:6][CH2:7][C:8]([OH:10])=O)[CH3:2].[NH2:12][C@@H:13]([CH3:36])[C:14]([N:16]([CH2:26][C:27]1[C:28]2[CH:35]=[CH:34][CH:33]=[CH:32][C:29]=2[S:30][CH:31]=1)[C@@H:17]([CH3:25])[CH:18]([O:22][CH2:23][CH3:24])[O:19][CH2:20][CH3:21])=[O:15]. (4) Given the product [F:19][C:16]1[CH:17]=[CH:18][C:13]([C:9]2[S:8][C:7]3[CH:11]=[C:3]([O:2][CH3:1])[CH:4]=[CH:5][C:6]=3[CH:10]=2)=[C:14]([CH3:20])[CH:15]=1, predict the reactants needed to synthesize it. The reactants are: [CH3:1][O:2][C:3]1[CH:4]=[CH:5][C:6]2[CH:10]=[CH:9][S:8][C:7]=2[CH:11]=1.Br[C:13]1[CH:18]=[CH:17][C:16]([F:19])=[CH:15][C:14]=1[CH3:20].CC(C)(C)C(O)=O.C([O-])([O-])=O.[K+].[K+].